Task: Regression. Given two drug SMILES strings and cell line genomic features, predict the synergy score measuring deviation from expected non-interaction effect.. Dataset: Merck oncology drug combination screen with 23,052 pairs across 39 cell lines (1) Drug 1: CCN(CC)CCNC(=O)c1c(C)[nH]c(C=C2C(=O)Nc3ccc(F)cc32)c1C. Drug 2: Cc1nc(Nc2ncc(C(=O)Nc3c(C)cccc3Cl)s2)cc(N2CCN(CCO)CC2)n1. Cell line: RPMI7951. Synergy scores: synergy=7.44. (2) Drug 1: COc1cc(C2c3cc4c(cc3C(OC3OC5COC(C)OC5C(O)C3O)C3COC(=O)C23)OCO4)cc(OC)c1O. Drug 2: NC1(c2ccc(-c3nc4ccn5c(=O)[nH]nc5c4cc3-c3ccccc3)cc2)CCC1. Cell line: COLO320DM. Synergy scores: synergy=20.2.